Dataset: NCI-60 drug combinations with 297,098 pairs across 59 cell lines. Task: Regression. Given two drug SMILES strings and cell line genomic features, predict the synergy score measuring deviation from expected non-interaction effect. (1) Drug 1: C1CC(C1)(C(=O)O)C(=O)O.[NH2-].[NH2-].[Pt+2]. Drug 2: CC1C(C(CC(O1)OC2CC(OC(C2O)C)OC3=CC4=CC5=C(C(=O)C(C(C5)C(C(=O)C(C(C)O)O)OC)OC6CC(C(C(O6)C)O)OC7CC(C(C(O7)C)O)OC8CC(C(C(O8)C)O)(C)O)C(=C4C(=C3C)O)O)O)O. Cell line: BT-549. Synergy scores: CSS=28.0, Synergy_ZIP=-0.308, Synergy_Bliss=0.680, Synergy_Loewe=-7.63, Synergy_HSA=-0.371. (2) Drug 1: C1CN1C2=NC(=NC(=N2)N3CC3)N4CC4. Drug 2: COC1=C2C(=CC3=C1OC=C3)C=CC(=O)O2. Cell line: LOX IMVI. Synergy scores: CSS=30.5, Synergy_ZIP=1.44, Synergy_Bliss=-1.11, Synergy_Loewe=-20.2, Synergy_HSA=-4.59. (3) Drug 1: CC1=C2C(C(=O)C3(C(CC4C(C3C(C(C2(C)C)(CC1OC(=O)C(C(C5=CC=CC=C5)NC(=O)OC(C)(C)C)O)O)OC(=O)C6=CC=CC=C6)(CO4)OC(=O)C)O)C)O. Drug 2: CC1=C(N=C(N=C1N)C(CC(=O)N)NCC(C(=O)N)N)C(=O)NC(C(C2=CN=CN2)OC3C(C(C(C(O3)CO)O)O)OC4C(C(C(C(O4)CO)O)OC(=O)N)O)C(=O)NC(C)C(C(C)C(=O)NC(C(C)O)C(=O)NCCC5=NC(=CS5)C6=NC(=CS6)C(=O)NCCC[S+](C)C)O. Cell line: HS 578T. Synergy scores: CSS=23.9, Synergy_ZIP=2.61, Synergy_Bliss=3.33, Synergy_Loewe=1.72, Synergy_HSA=3.52.